From a dataset of Forward reaction prediction with 1.9M reactions from USPTO patents (1976-2016). Predict the product of the given reaction. (1) Given the reactants [Cl:1][C:2]1[CH:7]=[CH:6][C:5]([C:8]2[CH:9]=[C:10]3[C:16]([C:17]([C:19]4[C:20]([F:33])=[C:21]([NH:26][S:27]([CH2:30][CH2:31][CH3:32])(=[O:29])=[O:28])[CH:22]=[CH:23][C:24]=4[F:25])=[O:18])=[CH:15][NH:14][C:11]3=[N:12][CH:13]=2)=[CH:4][CH:3]=1.C(N(CC)CC)C.[C:41](Cl)(=[O:43])[CH3:42], predict the reaction product. The product is: [Cl:1][C:2]1[CH:7]=[CH:6][C:5]([C:8]2[CH:9]=[C:10]3[C:16]([C:17]([C:19]4[C:20]([F:33])=[C:21]([N:26]([S:27]([CH2:30][CH2:31][CH3:32])(=[O:28])=[O:29])[C:41](=[O:43])[CH3:42])[CH:22]=[CH:23][C:24]=4[F:25])=[O:18])=[CH:15][NH:14][C:11]3=[N:12][CH:13]=2)=[CH:4][CH:3]=1. (2) Given the reactants [CH3:1][O:2][C:3]1[C:4]([NH:9][CH:10]2[CH2:15][CH2:14][N:13]([C:16]([O:18][C:19]([CH3:22])([CH3:21])[CH3:20])=[O:17])[CH2:12][CH2:11]2)=[CH:5][CH:6]=[CH:7][CH:8]=1.Cl[CH2:24][C:25]1[CH:30]=[CH:29][N:28]=[C:27]([C:31]2[CH:36]=[C:35]([O:37][CH3:38])[C:34]([O:39][CH3:40])=[C:33]([O:41][CH3:42])[CH:32]=2)[CH:26]=1, predict the reaction product. The product is: [C:19]([O:18][C:16]([N:13]1[CH2:14][CH2:15][CH:10]([N:9]([C:4]2[CH:5]=[CH:6][CH:7]=[CH:8][C:3]=2[O:2][CH3:1])[CH2:24][C:25]2[CH:30]=[CH:29][N:28]=[C:27]([C:31]3[CH:36]=[C:35]([O:37][CH3:38])[C:34]([O:39][CH3:40])=[C:33]([O:41][CH3:42])[CH:32]=3)[CH:26]=2)[CH2:11][CH2:12]1)=[O:17])([CH3:22])([CH3:21])[CH3:20]. (3) The product is: [CH3:3][C:4]1[CH:5]=[C:6]([CH:7]=[CH:8][C:9]=1[CH2:10][CH2:11][CH2:12][CH2:13][N:14]1[CH:18]=[CH:17][N:16]=[N:15]1)[O:19][CH2:21][C:22]1[CH:27]=[CH:26][CH:25]=[C:24]([C:28]2[CH:33]=[CH:32][C:31]([C:34]([F:36])([F:35])[F:37])=[CH:30][CH:29]=2)[N:23]=1. Given the reactants [H-].[Na+].[CH3:3][C:4]1[CH:5]=[C:6]([OH:19])[CH:7]=[CH:8][C:9]=1[CH2:10][CH2:11][CH2:12][CH2:13][N:14]1[CH:18]=[CH:17][N:16]=[N:15]1.Cl[CH2:21][C:22]1[CH:27]=[CH:26][CH:25]=[C:24]([C:28]2[CH:33]=[CH:32][C:31]([C:34]([F:37])([F:36])[F:35])=[CH:30][CH:29]=2)[N:23]=1.O, predict the reaction product. (4) The product is: [CH2:8]([O:10][C:11](=[O:23])[CH2:12][C:13]1[CH:18]=[CH:17][C:16]([S:19](=[O:20])(=[O:21])[NH:1][C:2]2[CH:7]=[CH:6][CH:5]=[CH:4][N:3]=2)=[CH:15][CH:14]=1)[CH3:9]. Given the reactants [NH2:1][C:2]1[CH:7]=[CH:6][CH:5]=[CH:4][N:3]=1.[CH2:8]([O:10][C:11](=[O:23])[CH2:12][C:13]1[CH:18]=[CH:17][C:16]([S:19](Cl)(=[O:21])=[O:20])=[CH:15][CH:14]=1)[CH3:9].Cl.O, predict the reaction product.